Dataset: Catalyst prediction with 721,799 reactions and 888 catalyst types from USPTO. Task: Predict which catalyst facilitates the given reaction. (1) Reactant: [CH3:1][NH:2][C:3]1[C:8]([CH2:9][OH:10])=[CH:7][N:6]=[C:5]([S:11][CH3:12])[N:4]=1. Product: [CH3:1][NH:2][C:3]1[C:8]([CH:9]=[O:10])=[CH:7][N:6]=[C:5]([S:11][CH3:12])[N:4]=1. The catalyst class is: 742. (2) Reactant: [C:1]([C:3]1[CH:4]=[C:5]([CH:32]([CH3:34])[CH3:33])[C:6]2[O:10][C:9]([C:11]3[CH:30]=[CH:29][C:14]([C:15]([NH:17][CH2:18]OC(N4CCCOCC4)=O)=[O:16])=[CH:13][CH:12]=3)=[N:8][C:7]=2[CH:31]=1)#[N:2].[CH3:35][OH:36]. Product: [C:1]([C:3]1[CH:4]=[C:5]([CH:32]([CH3:34])[CH3:33])[C:6]2[O:10][C:9]([C:11]3[CH:12]=[CH:13][C:14]([C:15]([NH:17][CH2:18][C@H:5]4[O:36][CH2:35][CH2:9][NH:8][CH2:7][CH2:6]4)=[O:16])=[CH:29][CH:30]=3)=[N:8][C:7]=2[CH:31]=1)#[N:2]. The catalyst class is: 45. (3) Reactant: [O:1]1[C:6]2[CH:7]=[CH:8][C:9]([CH2:11][N:12]([CH:20]3[CH2:25][CH2:24][NH:23][CH2:22][CH2:21]3)[C:13](=[O:19])[O:14][C:15]([CH3:18])([CH3:17])[CH3:16])=[CH:10][C:5]=2[O:4][CH2:3][CH2:2]1.[CH3:26][N:27]([CH3:43])[C:28]1[CH:37]=[C:36]2[C:31]([C:32]([CH3:42])=[CH:33][C:34](=[O:41])[N:35]2[CH2:38][CH:39]=O)=[CH:30][CH:29]=1.C(O[BH-](OC(=O)C)OC(=O)C)(=O)C.[Na+].C(=O)([O-])O.[Na+]. Product: [O:1]1[C:6]2[CH:7]=[CH:8][C:9]([CH2:11][N:12]([CH:20]3[CH2:25][CH2:24][N:23]([CH2:39][CH2:38][N:35]4[C:36]5[C:31](=[CH:30][CH:29]=[C:28]([N:27]([CH3:43])[CH3:26])[CH:37]=5)[C:32]([CH3:42])=[CH:33][C:34]4=[O:41])[CH2:22][CH2:21]3)[C:13](=[O:19])[O:14][C:15]([CH3:18])([CH3:16])[CH3:17])=[CH:10][C:5]=2[O:4][CH2:3][CH2:2]1. The catalyst class is: 671. (4) Reactant: [CH2:1]([O:3][C:4]1[N:13]=[CH:12][C:11]([CH3:14])=[C:10]2[C:5]=1[CH:6]([C:23]1[CH:24]=[CH:25][CH:26]=[C:27]3[C:32]=1[O:31][C:30]([CH3:33])=[CH:29][C:28]3=[O:34])[C:7]([C:16]([O:18]CCC#N)=[O:17])=[C:8]([CH3:15])[NH:9]2)[CH3:2].[OH-].[Na+].C(OCC)C. Product: [CH2:1]([O:3][C:4]1[N:13]=[CH:12][C:11]([CH3:14])=[C:10]2[C:5]=1[CH:6]([C:23]1[CH:24]=[CH:25][CH:26]=[C:27]3[C:32]=1[O:31][C:30]([CH3:33])=[CH:29][C:28]3=[O:34])[C:7]([C:16]([OH:18])=[O:17])=[C:8]([CH3:15])[NH:9]2)[CH3:2]. The catalyst class is: 149. (5) Reactant: [H-].[Na+].[F:3][C:4]1[CH:5]=[C:6]([CH2:11][OH:12])[CH:7]=[CH:8][C:9]=1[F:10].Cl[C:14]1[CH:15]=[C:16]2[N:23](C(OC(C)(C)C)=O)[CH2:22][CH2:21][N:17]2[C:18](=[O:20])[N:19]=1. Product: [F:3][C:4]1[CH:5]=[C:6]([CH:7]=[CH:8][C:9]=1[F:10])[CH2:11][O:12][C:14]1[CH:15]=[C:16]2[NH:23][CH2:22][CH2:21][N:17]2[C:18](=[O:20])[N:19]=1. The catalyst class is: 1. (6) Reactant: [Cl:1][C:2]1[CH:7]=[C:6]([Cl:8])[CH:5]=[CH:4][C:3]=1[CH:9]([C:12]([C:14]1[CH:15]=[N:16][C:17]([O:20]C)=[CH:18][CH:19]=1)=[O:13])C#N.Cl. Product: [Cl:1][C:2]1[CH:7]=[C:6]([Cl:8])[CH:5]=[CH:4][C:3]=1[CH2:9][C:12]([C:14]1[CH:19]=[CH:18][C:17](=[O:20])[NH:16][CH:15]=1)=[O:13]. The catalyst class is: 12. (7) Reactant: [OH:1][C:2]1[CH:9]=[CH:8][CH:7]=[CH:6][C:3]=1[CH:4]=O.[CH2:10]([NH2:17])[C:11]1[CH:16]=[CH:15][CH:14]=[CH:13][CH:12]=1.C1(C)C=CC(S(O)(=O)=O)=CC=1. Product: [CH2:10]([N:17]=[CH:4][C:3]1[CH:6]=[CH:7][CH:8]=[CH:9][C:2]=1[OH:1])[C:11]1[CH:16]=[CH:15][CH:14]=[CH:13][CH:12]=1. The catalyst class is: 11. (8) Reactant: [Cl-].C[N+](C)(C)CCOC(=O)C=C.[CH2:13]([O:17][C:18](=[O:21])[CH:19]=[CH2:20])[CH2:14][CH2:15][CH3:16].[C:22]([NH2:26])(=[O:25])[CH:23]=[CH2:24]. Product: [CH2:13]([O:17][C:18](=[O:21])[CH:19]=[CH2:20])[CH2:14][CH2:15][CH3:16].[C:22]([NH2:26])(=[O:25])[CH:23]=[CH2:24]. The catalyst class is: 32. (9) Reactant: [OH:1][C:2]1[CH:10]=[C:9]([O:11][CH2:12][C:13]([F:19])([F:18])[C:14]([F:17])([F:16])[F:15])[CH:8]=[CH:7][C:3]=1[C:4]([OH:6])=[O:5].[CH3:20][C:21](OC(C)=O)=[O:22]. Product: [C:21]([O:1][C:2]1[CH:10]=[C:9]([O:11][CH2:12][C:13]([F:18])([F:19])[C:14]([F:15])([F:16])[F:17])[CH:8]=[CH:7][C:3]=1[C:4]([OH:6])=[O:5])(=[O:22])[CH3:20]. The catalyst class is: 17.